From a dataset of Catalyst prediction with 721,799 reactions and 888 catalyst types from USPTO. Predict which catalyst facilitates the given reaction. (1) Reactant: Cl[C:2]1[C:7]([C:8]#[N:9])=[C:6]([C:10]2[S:14][CH:13]=[N:12][CH:11]=2)[C:5]([C:15]#[N:16])=[C:4]([S:17][CH2:18][C:19]2[N:20]=[C:21]([C:24]3[CH:29]=[CH:28][C:27]([Cl:30])=[CH:26][CH:25]=3)[O:22][CH:23]=2)[N:3]=1.Cl.[NH:32]1[CH2:35][CH:34]([OH:36])[CH2:33]1.C(N(C(C)C)C(C)C)C. Product: [Cl:30][C:27]1[CH:28]=[CH:29][C:24]([C:21]2[O:22][CH:23]=[C:19]([CH2:18][S:17][C:4]3[C:5]([C:15]#[N:16])=[C:6]([C:10]4[S:14][CH:13]=[N:12][CH:11]=4)[C:7]([C:8]#[N:9])=[C:2]([N:32]4[CH2:35][CH:34]([OH:36])[CH2:33]4)[N:3]=3)[N:20]=2)=[CH:25][CH:26]=1. The catalyst class is: 1. (2) Reactant: [F:1][C:2]1[CH:3]=[N:4][C:5]([NH:11][C:12]2[CH:17]=[CH:16][C:15]([F:18])=[CH:14][CH:13]=2)=[C:6]([CH:10]=1)[C:7]([OH:9])=O.Cl.[NH2:20][C:21]([CH3:26])([CH2:24][CH3:25])[C:22]#[CH:23].C1C=CC2N(O)N=NC=2C=1.CCN=C=NCCCN(C)C.CCN(C(C)C)C(C)C. Product: [F:1][C:2]1[CH:3]=[N:4][C:5]([NH:11][C:12]2[CH:17]=[CH:16][C:15]([F:18])=[CH:14][CH:13]=2)=[C:6]([CH:10]=1)[C:7]([NH:20][C:21]([CH3:26])([CH2:24][CH3:25])[C:22]#[CH:23])=[O:9]. The catalyst class is: 2. (3) Reactant: N(C(OCC)=O)=NC(OCC)=O.C1(C)C=CC=CC=1.[F:20][C:21]([F:49])([F:48])[C:22]1[N:23]=[C:24]([C:35]2[CH:36]=[CH:37][C:38]([C:41]3[CH:46]=[CH:45][C:44]([OH:47])=[CH:43][CH:42]=3)=[N:39][CH:40]=2)[N:25]([CH2:27][O:28][CH2:29][CH2:30][Si:31]([CH3:34])([CH3:33])[CH3:32])[CH:26]=1.O[CH2:51][C:52]([CH3:58])([CH3:57])[C:53]([O:55][CH3:56])=[O:54].C1(P(C2C=CC=CC=2)C2C=CC=CC=2)C=CC=CC=1. Product: [CH3:51][C:52]([CH3:58])([CH2:57][O:47][C:44]1[CH:43]=[CH:42][C:41]([C:38]2[CH:37]=[CH:36][C:35]([C:24]3[N:25]([CH2:27][O:28][CH2:29][CH2:30][Si:31]([CH3:34])([CH3:32])[CH3:33])[CH:26]=[C:22]([C:21]([F:20])([F:48])[F:49])[N:23]=3)=[CH:40][N:39]=2)=[CH:46][CH:45]=1)[C:53]([O:55][CH3:56])=[O:54]. The catalyst class is: 7. (4) Reactant: C[O:2][C:3]1[CH:4]=[C:5]([CH:8]=[CH:9][C:10]=1[C:11]1[N:12]=[N:13][C:14]([N:17](C)[CH:18]2[CH2:23][C:22]([CH3:25])([CH3:24])[NH:21][C:20]([CH3:27])([CH3:26])[CH2:19]2)=[CH:15][CH:16]=1)[C:6]#[N:7].Cl.N1C=CC=CC=1. Product: [OH:2][C:3]1[CH:4]=[C:5]([CH:8]=[CH:9][C:10]=1[C:11]1[N:12]=[N:13][C:14]([NH:17][CH:18]2[CH2:23][C:22]([CH3:25])([CH3:24])[NH:21][C:20]([CH3:27])([CH3:26])[CH2:19]2)=[CH:15][CH:16]=1)[C:6]#[N:7]. The catalyst class is: 816. (5) Reactant: [Br:1][C:2]1[CH:12]=[CH:11][C:5]([C:6]([O:8]CC)=O)=[C:4]([CH2:13]Br)[N:3]=1.[NH2:15][C@@H:16]([CH2:19][C:20]1[CH:25]=[CH:24][CH:23]=[C:22]([F:26])[CH:21]=1)[CH2:17][OH:18].C(N(CC)C(C)C)(C)C.C([O-])(O)=O.[Na+]. Product: [Br:1][C:2]1[N:3]=[C:4]2[CH2:13][N:15]([C@@H:16]([CH2:19][C:20]3[CH:25]=[CH:24][CH:23]=[C:22]([F:26])[CH:21]=3)[CH2:17][OH:18])[C:6](=[O:8])[C:5]2=[CH:11][CH:12]=1. The catalyst class is: 817. (6) Reactant: [Cl:1][C:2]1[C:16]([Cl:17])=[CH:15][C:5]2[NH:6][C:7]([C:9](=[O:14])[C:10]([F:13])([F:12])[F:11])=[N:8][C:4]=2[CH:3]=1.Br[CH2:19][C:20]#[C:21][CH2:22][CH3:23].[In]. Product: [Cl:17][C:16]1[C:2]([Cl:1])=[CH:3][C:4]2[NH:8][C:7]([C:9]([OH:14])([C:21]([CH2:22][CH3:23])=[C:20]=[CH2:19])[C:10]([F:13])([F:11])[F:12])=[N:6][C:5]=2[CH:15]=1. The catalyst class is: 299. (7) Reactant: [Cl:1][C:2]1[CH:3]=[CH:4][C:5]2[N:11]3[CH:12]=[CH:13][N:14]=[C:10]3[CH:9]([CH2:15][CH2:16][C:17]([N:19]3[CH2:24][CH2:23][CH:22]([CH2:25][C:26]([O:28]CC)=[O:27])[CH2:21][CH2:20]3)=[O:18])[O:8][CH:7]([C:31]3[CH:36]=[CH:35][CH:34]=[C:33]([O:37][CH3:38])[C:32]=3[O:39][CH3:40])[C:6]=2[CH:41]=1.O.C(=O)([O-])[O-].[K+].[K+].Cl. Product: [Cl:1][C:2]1[CH:3]=[CH:4][C:5]2[N:11]3[CH:12]=[CH:13][N:14]=[C:10]3[CH:9]([CH2:15][CH2:16][C:17]([N:19]3[CH2:24][CH2:23][CH:22]([CH2:25][C:26]([OH:28])=[O:27])[CH2:21][CH2:20]3)=[O:18])[O:8][CH:7]([C:31]3[CH:36]=[CH:35][CH:34]=[C:33]([O:37][CH3:38])[C:32]=3[O:39][CH3:40])[C:6]=2[CH:41]=1. The catalyst class is: 254. (8) Reactant: [N:1]1[CH:6]=[CH:5][CH:4]=[CH:3][C:2]=1[NH:7][C:8](=[O:16])OC1C=CC=CC=1.[N+:17]([C:20]1[CH:21]=[C:22]2[C:26](=[CH:27][CH:28]=1)[NH:25][CH2:24][CH2:23]2)([O-:19])=[O:18].C(N(CC)CC)C.C(OCC)(=O)C. Product: [N+:17]([C:20]1[CH:21]=[C:22]2[C:26](=[CH:27][CH:28]=1)[N:25]([C:8]([NH:7][C:2]1[CH:3]=[CH:4][CH:5]=[CH:6][N:1]=1)=[O:16])[CH2:24][CH2:23]2)([O-:19])=[O:18]. The catalyst class is: 35.